From a dataset of Catalyst prediction with 721,799 reactions and 888 catalyst types from USPTO. Predict which catalyst facilitates the given reaction. (1) Reactant: [OH:1][C@@:2]([C:25]1[CH:30]=[CH:29][CH:28]=[CH:27][CH:26]=1)([CH3:24])[C:3]([N:5]1[CH2:23][CH2:22][CH2:21][C@H:6]1[C:7]([NH:9][CH2:10][C:11]1[CH:16]=[C:15]([Cl:17])[CH:14]=[CH:13][C:12]=1[CH2:18][CH2:19][NH2:20])=[O:8])=[O:4].[C:31]([O:35][CH2:36][CH3:37])(=[O:34])[CH:32]=[CH2:33]. Product: [OH:1][C@@:2]([C:25]1[CH:26]=[CH:27][CH:28]=[CH:29][CH:30]=1)([CH3:24])[C:3]([N:5]1[CH2:23][CH2:22][CH2:21][C@H:6]1[C:7]([NH:9][CH2:10][C:11]1[CH:16]=[C:15]([Cl:17])[CH:14]=[CH:13][C:12]=1[CH2:18][CH2:19][NH:20][CH2:33][CH2:32][C:31]([O:35][CH2:36][CH3:37])=[O:34])=[O:8])=[O:4]. The catalyst class is: 14. (2) Reactant: O[C:2]([C:11]([F:14])([F:13])[F:12])([CH2:8][CH:9]=O)[C:3](OCC)=[O:4].O.[NH2:16][NH2:17]. Product: [F:12][C:11]([F:14])([F:13])[C:2]1[C:3](=[O:4])[NH:16][N:17]=[CH:9][CH:8]=1. The catalyst class is: 14. (3) Reactant: [NH3:1].C1COCC1.[CH3:7][N:8]1[C:12]([CH3:13])=[C:11]([S:14](Cl)(=[O:16])=[O:15])[C:10]([CH3:18])=[N:9]1. Product: [CH3:7][N:8]1[C:12]([CH3:13])=[C:11]([S:14]([NH2:1])(=[O:16])=[O:15])[C:10]([CH3:18])=[N:9]1. The catalyst class is: 22.